Dataset: Forward reaction prediction with 1.9M reactions from USPTO patents (1976-2016). Task: Predict the product of the given reaction. Given the reactants Br[C:2]1[CH:3]=[C:4]2[C:8](=[CH:9][CH:10]=1)[N:7]([CH:11]1[CH2:16][CH2:15][CH2:14][CH2:13][O:12]1)[N:6]=[C:5]2[C:17]1[N:22]=[C:21]([N:23]2[CH2:28][CH2:27][CH:26]([NH:29][C:30](=[O:36])[O:31][C:32]([CH3:35])([CH3:34])[CH3:33])[CH2:25][CH2:24]2)[CH:20]=[N:19][CH:18]=1.CC1(C)C(C)(C)OB([C:45]2[CH:46]=[C:47]3[C:53]([C:54]([F:57])([F:56])[F:55])=[N:52][NH:51][C:48]3=[N:49][CH:50]=2)O1.C([O-])([O-])=O.[Na+].[Na+], predict the reaction product. The product is: [O:12]1[CH2:13][CH2:14][CH2:15][CH2:16][CH:11]1[N:7]1[C:8]2[C:4](=[CH:3][C:2]([C:45]3[CH:46]=[C:47]4[C:53]([C:54]([F:57])([F:56])[F:55])=[N:52][NH:51][C:48]4=[N:49][CH:50]=3)=[CH:10][CH:9]=2)[C:5]([C:17]2[N:22]=[C:21]([N:23]3[CH2:28][CH2:27][CH:26]([NH:29][C:30](=[O:36])[O:31][C:32]([CH3:34])([CH3:35])[CH3:33])[CH2:25][CH2:24]3)[CH:20]=[N:19][CH:18]=2)=[N:6]1.